Dataset: Full USPTO retrosynthesis dataset with 1.9M reactions from patents (1976-2016). Task: Predict the reactants needed to synthesize the given product. Given the product [Br:1][C:2]1[CH:7]=[CH:6][C:5]([O:8][C:9]([F:10])([F:11])[F:12])=[C:4]([CH:3]=1)[NH2:13], predict the reactants needed to synthesize it. The reactants are: [Br:1][C:2]1[CH:7]=[CH:6][C:5]([O:8][C:9]([F:12])([F:11])[F:10])=[C:4]([N+:13]([O-])=O)[CH:3]=1.